From a dataset of Forward reaction prediction with 1.9M reactions from USPTO patents (1976-2016). Predict the product of the given reaction. Given the reactants C[O-].[Na+].[CH3:4][C:5]([CH3:18])([CH2:10][NH:11][C:12]1[CH:17]=[CH:16][CH:15]=[CH:14][N:13]=1)[C:6](OC)=[O:7].C([NH2:21])=O.O, predict the reaction product. The product is: [CH3:4][C:5]([CH3:18])([CH2:10][NH:11][C:12]1[CH:17]=[CH:16][CH:15]=[CH:14][N:13]=1)[C:6]([NH2:21])=[O:7].